From a dataset of Forward reaction prediction with 1.9M reactions from USPTO patents (1976-2016). Predict the product of the given reaction. (1) Given the reactants I[C:2]1[CH:3]=[CH:4][C:5]2[N:6]([CH:8]=[C:9]([NH:11][C:12]([CH:14]3[CH2:16][CH2:15]3)=[O:13])[N:10]=2)[N:7]=1.[NH2:17][C:18]1[CH:19]=[C:20]([NH:24][C:25]([C:27]2[N:31]([CH3:32])[N:30]=[C:29]([CH3:33])[CH:28]=2)=[O:26])[CH:21]=[CH:22][CH:23]=1.C1(P(C2CCCCC2)C2C=CC=CC=2C2C(C(C)C)=CC(C(C)C)=CC=2C(C)C)CCCCC1.CC(C)([O-])C.[K+].C(=O)([O-])O.[Na+], predict the reaction product. The product is: [CH:14]1([C:12]([NH:11][C:9]2[N:10]=[C:5]3[CH:4]=[CH:3][C:2]([NH:17][C:18]4[CH:19]=[C:20]([NH:24][C:25]([C:27]5[N:31]([CH3:32])[N:30]=[C:29]([CH3:33])[CH:28]=5)=[O:26])[CH:21]=[CH:22][CH:23]=4)=[N:7][N:6]3[CH:8]=2)=[O:13])[CH2:16][CH2:15]1. (2) Given the reactants C[O:2][C:3]([CH:5]1[CH2:9][CH:8]([CH2:10][O:11][C:12]2[CH:17]=[CH:16][C:15]([C:18]3[NH:26][C:25]4[C:24](=[O:27])[N:23]([CH2:28][CH2:29][CH3:30])[C:22](=[O:31])[N:21]([CH2:32][CH2:33][CH3:34])[C:20]=4[N:19]=3)=[CH:14][CH:13]=2)[CH2:7][N:6]1[CH2:35][C:36]1[CH:41]=[CH:40][CH:39]=[C:38]([C:42]([F:45])([F:44])[F:43])[CH:37]=1)=[O:4].[Li+].[OH-], predict the reaction product. The product is: [O:31]=[C:22]1[N:21]([CH2:32][CH2:33][CH3:34])[C:20]2[N:19]=[C:18]([C:15]3[CH:14]=[CH:13][C:12]([O:11][CH2:10][CH:8]4[CH2:7][N:6]([CH2:35][C:36]5[CH:41]=[CH:40][CH:39]=[C:38]([C:42]([F:44])([F:45])[F:43])[CH:37]=5)[CH:5]([C:3]([OH:4])=[O:2])[CH2:9]4)=[CH:17][CH:16]=3)[NH:26][C:25]=2[C:24](=[O:27])[N:23]1[CH2:28][CH2:29][CH3:30]. (3) Given the reactants [Cl:1][C:2]1[S:3][C:4]2[CH:10]=[C:9]([O:11][CH3:12])[CH:8]=[CH:7][C:5]=2[N:6]=1.[CH:13]([N:16]1[CH2:21][CH2:20][NH:19][CH2:18][CH2:17]1)([CH3:15])[CH3:14], predict the reaction product. The product is: [ClH:1].[CH:13]([N:16]1[CH2:21][CH2:20][N:19]([C:2]2[S:3][C:4]3[CH:10]=[C:9]([O:11][CH3:12])[CH:8]=[CH:7][C:5]=3[N:6]=2)[CH2:18][CH2:17]1)([CH3:15])[CH3:14]. (4) The product is: [C:33]([O:20][C:11]1[C:10]([C:21]([OH:23])=[O:22])=[N:9][N:8]([C:3]2[CH:4]=[CH:5][CH:6]=[CH:7][C:2]=2[Cl:1])[C:12]=1[C:13]1[CH:18]=[CH:17][C:16]([Cl:19])=[CH:15][CH:14]=1)(=[O:35])[CH3:34]. Given the reactants [Cl:1][C:2]1[CH:7]=[CH:6][CH:5]=[CH:4][C:3]=1[N:8]1[C:12]([C:13]2[CH:18]=[CH:17][C:16]([Cl:19])=[CH:15][CH:14]=2)=[C:11]([OH:20])[C:10]([C:21]([OH:23])=[O:22])=[N:9]1.C(N(CC)C(C)C)(C)C.[C:33](OC(=O)C)(=[O:35])[CH3:34], predict the reaction product. (5) Given the reactants [CH3:1][C:2]1[CH:3]=[C:4]([OH:9])[CH:5]=[C:6]([CH3:8])[CH:7]=1.[CH2:10](Br)[C:11]([C:13]1[CH:18]=[CH:17][CH:16]=[CH:15][CH:14]=1)=[O:12], predict the reaction product. The product is: [CH3:1][C:2]1[CH:3]=[C:4]([CH:5]=[C:6]([CH3:8])[CH:7]=1)[O:9][CH2:10][C:11]([C:13]1[CH:18]=[CH:17][CH:16]=[CH:15][CH:14]=1)=[O:12]. (6) Given the reactants [F:1][C:2]1[CH:7]=[CH:6][CH:5]=[CH:4][C:3]=1[C:8]1([CH2:28][CH2:29][OH:30])[O:13][C:12](=[O:14])[N:11]([C:15]2[CH:20]=[CH:19][CH:18]=[C:17]([C:21]3[CH:26]=[CH:25][C:24]([F:27])=[CH:23][CH:22]=3)[N:16]=2)[CH2:10][CH2:9]1.CC([O-])=O.[Na+].CC(O)=O.[Cl:40]N1C(=O)N(Cl)C(=O)N(Cl)C1=O, predict the reaction product. The product is: [Cl:40][C:18]1[CH:19]=[CH:20][C:15]([N:11]2[CH2:10][CH2:9][C:8]([C:3]3[CH:4]=[CH:5][CH:6]=[CH:7][C:2]=3[F:1])([CH2:28][CH2:29][OH:30])[O:13][C:12]2=[O:14])=[N:16][C:17]=1[C:21]1[CH:22]=[CH:23][C:24]([F:27])=[CH:25][CH:26]=1.